This data is from Forward reaction prediction with 1.9M reactions from USPTO patents (1976-2016). The task is: Predict the product of the given reaction. The product is: [Br:12][C:13]1[CH:18]=[CH:17][CH:16]=[CH:15][C:14]=1[O:11][CH:8]1[CH2:7][NH:6][CH2:5][C:4]2[CH:3]=[C:2]([CH3:1])[S:10][C:9]1=2. Given the reactants [CH3:1][C:2]1[S:10][C:9]2[CH:8]([OH:11])[CH2:7][NH:6][CH2:5][C:4]=2[CH:3]=1.[Br:12][C:13]1[CH:18]=[CH:17][CH:16]=[CH:15][C:14]=1F, predict the reaction product.